This data is from Catalyst prediction with 721,799 reactions and 888 catalyst types from USPTO. The task is: Predict which catalyst facilitates the given reaction. (1) Reactant: [Cl:1][C:2]1[CH:7]=[CH:6][C:5](B(O)O)=[CH:4][C:3]=1[C:11]([F:14])([F:13])[F:12].[C:15]([O:19][C:20](=[O:31])[NH:21][CH2:22][CH2:23][C:24]1[CH:29]=[CH:28][C:27]([OH:30])=[CH:26][CH:25]=1)([CH3:18])([CH3:17])[CH3:16].C(N(CC)CC)C.N1C=CC=CC=1. Product: [C:15]([O:19][C:20](=[O:31])[NH:21][CH2:22][CH2:23][C:24]1[CH:29]=[CH:28][C:27]([O:30][C:5]2[CH:6]=[CH:7][C:2]([Cl:1])=[C:3]([C:11]([F:14])([F:13])[F:12])[CH:4]=2)=[CH:26][CH:25]=1)([CH3:18])([CH3:16])[CH3:17]. The catalyst class is: 302. (2) Product: [C:17]([O:16][C:14]([N:12]1[CH:13]=[C:9]([C:23]2[CH:24]=[C:25]3[C:29](=[CH:30][CH:31]=2)[NH:28][C:27]([C:71]([O:70][CH2:69][CH3:68])=[O:72])=[CH:26]3)[CH:10]=[N:11]1)=[O:15])([CH3:18])([CH3:19])[CH3:20]. The catalyst class is: 160. Reactant: CC1(C)C(C)(C)OB([C:9]2[CH:10]=[N:11][N:12]([C:14]([O:16][C:17]([CH3:20])([CH3:19])[CH3:18])=[O:15])[CH:13]=2)O1.Br[C:23]1[CH:24]=[C:25]2[C:29](=[CH:30][CH:31]=1)[NH:28][CH:27]=[CH:26]2.[F-].[Cs+].CC(C1C=C(C(C)C)C(C2C=CC=CC=2P(C2CCCCC2)C2CCCCC2)=C(C(C)C)C=1)C.[CH3:68][CH2:69][O:70][C:71](C)=[O:72]. (3) Reactant: [CH3:1][C:2]1[CH:3]=[CH:4][C:5]2[C:6]([CH3:16])([CH3:15])[CH2:7][CH:8]([OH:14])[C:9]([CH3:13])([CH3:12])[C:10]=2[CH:11]=1.[Br:17]Br.[C:19]([OH:22])(=O)[CH3:20]. Product: [Br:17][C:3]1[C:2]([CH3:1])=[CH:11][C:10]2[C:9]([CH3:12])([CH3:13])[CH:8]([O:14][C:19](=[O:22])[CH3:20])[CH2:7][C:6]([CH3:16])([CH3:15])[C:5]=2[CH:4]=1. The catalyst class is: 170. (4) Reactant: S([O:6][CH3:7])(OC)(=O)=O.[CH2:8]([O:10][C:11]([C:13]1[N:14]=[N:15][N:16]([CH2:19][C:20]2[CH:25]=[C:24]([C:26]([F:29])([F:28])[F:27])[CH:23]=[C:22]([C:30]([F:33])([F:32])[F:31])[CH:21]=2)[C:17]=1O)=[O:12])[CH3:9].C(=O)([O-])[O-].[K+].[K+]. Product: [CH2:8]([O:10][C:11]([C:13]1[N:14]=[N:15][N:16]([CH2:19][C:20]2[CH:21]=[C:22]([C:30]([F:31])([F:32])[F:33])[CH:23]=[C:24]([C:26]([F:29])([F:28])[F:27])[CH:25]=2)[C:17]=1[O:6][CH3:7])=[O:12])[CH3:9]. The catalyst class is: 18.